From a dataset of Peptide-MHC class II binding affinity with 134,281 pairs from IEDB. Regression. Given a peptide amino acid sequence and an MHC pseudo amino acid sequence, predict their binding affinity value. This is MHC class II binding data. (1) The peptide sequence is WNRQLYAEWTEAQRLD. The MHC is DRB1_0401 with pseudo-sequence DRB1_0401. The binding affinity (normalized) is 0.437. (2) The peptide sequence is EKKYFAATQFNPLAA. The MHC is HLA-DPA10201-DPB11401 with pseudo-sequence HLA-DPA10201-DPB11401. The binding affinity (normalized) is 0.604. (3) The peptide sequence is GELQIVDKIDAAFKP. The MHC is DRB3_0202 with pseudo-sequence DRB3_0202. The binding affinity (normalized) is 0. (4) The peptide sequence is AAATAGTTVSGAFAA. The MHC is HLA-DQA10401-DQB10402 with pseudo-sequence HLA-DQA10401-DQB10402. The binding affinity (normalized) is 0.444. (5) The peptide sequence is LLGLLAPLASAQLSR. The MHC is HLA-DQA10501-DQB10301 with pseudo-sequence HLA-DQA10501-DQB10301. The binding affinity (normalized) is 0.235. (6) The peptide sequence is SQDLCLSWNLNGLQAY. The MHC is HLA-DQA10101-DQB10501 with pseudo-sequence HLA-DQA10101-DQB10501. The binding affinity (normalized) is 0.572. (7) The peptide sequence is NLLANVYHQINHLKT. The MHC is DRB1_0901 with pseudo-sequence DRB1_0901. The binding affinity (normalized) is 0.230.